Task: Predict the reaction yield, written as a fraction of the theoretical maximum amount of product (1.0 means a 100% yield; for example, 0.34 means a 34% yield).. Dataset: Reaction yield outcomes from USPTO patents with 853,638 reactions (1) The reactants are ClC(OCC(C)C)=O.[Cl:9][C:10]1[CH:11]=[C:12]([CH:16]=[CH:17][C:18]([N:20]2[CH2:25][CH2:24][N:23]([C:26]3[C:31]([C:32]#[N:33])=[N:30][CH:29]=[CH:28][N:27]=3)[CH2:22][CH:21]2[C:34]([OH:36])=O)=[O:19])[CH:13]=[CH:14][CH:15]=1.C([N:39](CC)CC)C.N. The catalyst is C1COCC1.O. The product is [Cl:9][C:10]1[CH:11]=[C:12]([CH:16]=[CH:17][C:18]([N:20]2[CH2:25][CH2:24][N:23]([C:26]3[C:31]([C:32]#[N:33])=[N:30][CH:29]=[CH:28][N:27]=3)[CH2:22][CH:21]2[C:34]([NH2:39])=[O:36])=[O:19])[CH:13]=[CH:14][CH:15]=1. The yield is 0.403. (2) The reactants are [N:1]1[CH:6]=[CH:5][CH:4]=[CH:3][C:2]=1[C:7]([NH:9][C:10]1[C:11]([C:21]([OH:23])=O)=[N:12][N:13]([CH:15]2[CH2:20][CH2:19][CH2:18][CH2:17][O:16]2)[CH:14]=1)=[O:8].Cl.[F:25][C:26]([F:31])([F:30])[CH2:27][CH2:28][NH2:29].CCN=C=NCCCN(C)C.C1C=CC2N(O)N=NC=2C=1.C(N(CC)CC)C.C(=O)([O-])O.[Na+]. The catalyst is CN(C=O)C. The product is [O:16]1[CH2:17][CH2:18][CH2:19][CH2:20][CH:15]1[N:13]1[CH:14]=[C:10]([NH:9][C:7]([C:2]2[CH:3]=[CH:4][CH:5]=[CH:6][N:1]=2)=[O:8])[C:11]([C:21]([NH:29][CH2:28][CH2:27][C:26]([F:31])([F:30])[F:25])=[O:23])=[N:12]1. The yield is 0.870. (3) The reactants are [NH2:1][C:2]1[N:9]=[C:8]([C:10]2[CH:15]=[CH:14][CH:13]=[CH:12][C:11]=2[O:16][Si:17]([C:20]([CH3:23])([CH3:22])[CH3:21])([CH3:19])[CH3:18])[CH:7]=[C:6]([C:24]2[CH:29]=[CH:28][CH:27]=[C:26]([N+:30]([O-:32])=[O:31])[CH:25]=2)[C:3]=1[C:4]#[N:5].[Cl:33][C:34]1[S:38][C:37]([C:39](Cl)=[O:40])=[CH:36][CH:35]=1. No catalyst specified. The product is [Si:17]([O:16][C:11]1[CH:12]=[CH:13][CH:14]=[CH:15][C:10]=1[C:8]1[N:9]=[C:2]([NH:1][C:39]([C:37]2[S:38][C:34]([Cl:33])=[CH:35][CH:36]=2)=[O:40])[C:3]([C:4]#[N:5])=[C:6]([C:24]2[CH:29]=[CH:28][CH:27]=[C:26]([N+:30]([O-:32])=[O:31])[CH:25]=2)[CH:7]=1)([C:20]([CH3:23])([CH3:22])[CH3:21])([CH3:18])[CH3:19]. The yield is 0.880. (4) The reactants are O=[C:2]1[CH:7]=[C:6]([C:8]([OH:10])=O)[CH:5]=[CH:4][NH:3]1.[C:11](=[O:14])([O-])[O-].[K+].[K+].[CH2:17](Br)[C:18]1[CH:23]=[CH:22][CH:21]=[CH:20][CH:19]=1.[OH2:25]. The catalyst is CN(C=O)C. The product is [CH2:4]([N:3]1[CH:2]=[CH:7][C:6]([C:8]([O:10][CH2:17][C:18]2[CH:23]=[CH:22][CH:21]=[CH:20][CH:19]=2)=[O:25])=[CH:5][C:11]1=[O:14])[C:18]1[CH:23]=[CH:22][CH:21]=[CH:20][CH:19]=1. The yield is 0.340. (5) The reactants are [Br:1][C:2]1[CH:3]=[C:4]([CH:7]=[C:8]([F:10])[CH:9]=1)C=O.[CH3:11][N:12]([CH3:16])[CH2:13][CH2:14][NH2:15].CC(O)=O.[BH3-]C#N.[Na+]. The catalyst is CO. The product is [Br:1][C:2]1[CH:3]=[C:4]([NH:15][CH2:14][CH2:13][N:12]([CH3:16])[CH3:11])[CH:7]=[C:8]([F:10])[CH:9]=1. The yield is 0.510. (6) The reactants are [H-].[Na+].[S:3]1[C:7]2[CH:8]=[C:9]([NH:12][S:13]([CH3:16])(=[O:15])=[O:14])[CH:10]=[CH:11][C:6]=2[N:5]=[CH:4]1.I[CH3:18]. The catalyst is O1CCCC1. The product is [S:3]1[C:7]2[CH:8]=[C:9]([N:12]([CH3:18])[S:13]([CH3:16])(=[O:14])=[O:15])[CH:10]=[CH:11][C:6]=2[N:5]=[CH:4]1. The yield is 0.860. (7) The reactants are [Br:1][C:2]1[N:3]=[C:4]2[C:10]([C:11]([OH:13])=O)=[CH:9][N:8]([CH2:14][O:15][CH2:16][CH2:17][Si:18]([CH3:21])([CH3:20])[CH3:19])[C:5]2=[N:6][CH:7]=1.[CH:22]1([CH:25]([NH2:27])[CH3:26])[CH2:24][CH2:23]1.CN(C)CCCN=C=NCC. The catalyst is CN(C)C1C=CN=CC=1.ClCCl. The product is [CH:22]1([CH:25]([NH:27][C:11]([C:10]2[C:4]3[C:5](=[N:6][CH:7]=[C:2]([Br:1])[N:3]=3)[N:8]([CH2:14][O:15][CH2:16][CH2:17][Si:18]([CH3:21])([CH3:20])[CH3:19])[CH:9]=2)=[O:13])[CH3:26])[CH2:24][CH2:23]1. The yield is 0.580. (8) The reactants are [F:1][C:2]1[CH:3]=[CH:4][C:5]2[C:15](=[O:16])[C:14]([C:17]([O:19]CC)=[O:18])=[CH:13][N:7]3[C@@H:8]([CH3:12])[CH2:9][O:10][C:11]=1[C:6]=23.C(O)(=O)C.Cl.O. The catalyst is C(O)C. The product is [F:1][C:2]1[CH:3]=[CH:4][C:5]2[C:15](=[O:16])[C:14]([C:17]([OH:19])=[O:18])=[CH:13][N:7]3[C@@H:8]([CH3:12])[CH2:9][O:10][C:11]=1[C:6]=23. The yield is 0.810.